Dataset: Forward reaction prediction with 1.9M reactions from USPTO patents (1976-2016). Task: Predict the product of the given reaction. (1) Given the reactants [Cl:1][C:2]1[CH:3]=[C:4]([C:12]([C@H:14]2[CH2:16][C@@H:15]2[C:17]([OH:19])=[O:18])=[O:13])[CH:5]=[CH:6][C:7]=1[O:8][CH:9]([CH3:11])[CH3:10].[OH-].[Na+:21], predict the reaction product. The product is: [Cl:1][C:2]1[CH:3]=[C:4]([C:12]([C@H:14]2[CH2:16][C@@H:15]2[C:17]([O-:19])=[O:18])=[O:13])[CH:5]=[CH:6][C:7]=1[O:8][CH:9]([CH3:10])[CH3:11].[Na+:21]. (2) The product is: [NH2:67][C@@H:63]([CH2:62][CH2:61][C:59]([NH:58][C@H:50]([C:51]([NH:53][CH2:54][C:55]([OH:57])=[O:56])=[O:52])[CH2:49][SH:48])=[O:60])[C:64]([OH:66])=[O:65].[CH3:1][CH2:2][CH2:3][CH2:4][CH2:5]/[CH:6]=[CH:7]/[CH2:8]/[CH:9]=[CH:10]/[CH:11]=[CH:12]/[CH:13]=[CH:14]/[CH:15]1[O:17][CH:16]1[CH2:18][CH2:19][CH2:20][C:21]([O:23][CH3:24])=[O:22]. Given the reactants [CH3:1][CH2:2][CH2:3][CH2:4][CH2:5]/[CH:6]=[CH:7]\[CH2:8]/[CH:9]=[CH:10]\[CH:11]=[CH:12]\[CH:13]=[CH:14]\[C@@H:15]1[O:17][C@H:16]1[CH2:18][CH2:19][CH2:20][C:21]([O:23][CH3:24])=[O:22].CCCCC/C=C\C/C=C\C=C\C=C\[C@@H]([S:48][CH2:49][C@H:50]([NH:58][C:59]([CH2:61][CH2:62][C@H:63]([NH2:67])[C:64]([OH:66])=[O:65])=[O:60])[C:51]([NH:53][CH2:54][C:55]([OH:57])=[O:56])=[O:52])[C@@H](O)CCCC(O)=O.CCCCC/C=C\C/C=C\C=C\C=C\[C@@H]1O[C@H]1CCCC(OC)=O, predict the reaction product. (3) Given the reactants OCC[N:4]1[C:12]2[C:7](=[CH:8][C:9]([O:13][CH2:14][C:15]3[CH:20]=[CH:19][CH:18]=[CH:17][CH:16]=3)=[CH:10][CH:11]=2)[CH:6]=[CH:5]1.C(OC(=O)C)(=O)C.C(N(CC)CC)C, predict the reaction product. The product is: [CH2:14]([O:13][C:9]1[CH:8]=[C:7]2[C:12](=[CH:11][CH:10]=1)[NH:4][CH:5]=[CH:6]2)[C:15]1[CH:16]=[CH:17][CH:18]=[CH:19][CH:20]=1. (4) Given the reactants O(C([N:8](C(OC(C)(C)C)=O)[C:9]1[CH2:15][C:14]([C:16]([O:18][CH2:19][CH3:20])=[O:17])=[CH:13][C:12]2[CH:21]=[C:22]([C:25]3[CH:30]=[CH:29][CH:28]=[C:27]([O:31][CH3:32])[C:26]=3[Cl:33])[CH:23]=[CH:24][C:11]=2[N:10]=1)=O)C(C)(C)C.C(O)(C(F)(F)F)=O, predict the reaction product. The product is: [NH2:8][C:9]1[CH2:15][C:14]([C:16]([O:18][CH2:19][CH3:20])=[O:17])=[CH:13][C:12]2[CH:21]=[C:22]([C:25]3[CH:30]=[CH:29][CH:28]=[C:27]([O:31][CH3:32])[C:26]=3[Cl:33])[CH:23]=[CH:24][C:11]=2[N:10]=1. (5) Given the reactants [CH3:1][C:2]1[C:7](B2OC(C)(C)C(C)(C)O2)=[C:6]([CH3:17])[N:5]=[CH:4][N:3]=1.[CH2:18]([O:25][CH2:26][O:27][C:28]1[C:29]2[C:33]([C:34](Br)=[CH:35][CH:36]=1)=[N:32][N:31]([CH3:38])[CH:30]=2)[C:19]1[CH:24]=[CH:23][CH:22]=[CH:21][CH:20]=1.P([O-])([O-])([O-])=O.[K+].[K+].[K+], predict the reaction product. The product is: [CH2:18]([O:25][CH2:26][O:27][C:28]1[C:29]2[C:33]([C:34]([C:7]3[C:2]([CH3:1])=[N:3][CH:4]=[N:5][C:6]=3[CH3:17])=[CH:35][CH:36]=1)=[N:32][N:31]([CH3:38])[CH:30]=2)[C:19]1[CH:20]=[CH:21][CH:22]=[CH:23][CH:24]=1. (6) Given the reactants [Br-].[Cl:2][C:3]1[CH:8]=[CH:7][C:6]([C:9](=[O:25])[CH2:10][N+:11]2[CH:16]=[CH:15][C:14]([O:17][CH2:18][C:19]3[CH:24]=[CH:23][CH:22]=[CH:21][N:20]=3)=[CH:13][CH:12]=2)=[CH:5][CH:4]=1.[CH3:26][C:27]([CH3:39])([CH3:38])[C:28](=[O:37])[C:29]#[C:30][C:31]1[CH:36]=[CH:35][CH:34]=[CH:33][CH:32]=1.C(C1C(=O)C(Cl)=C(Cl)C(=O)C=1C#N)#N, predict the reaction product. The product is: [Cl:2][C:3]1[CH:8]=[CH:7][C:6]([C:9]([C:10]2[N:11]3[C:12]([CH:13]=[C:14]([O:17][CH2:18][C:19]4[CH:24]=[CH:23][CH:22]=[CH:21][N:20]=4)[CH:15]=[CH:16]3)=[C:29]([C:28](=[O:37])[C:27]([CH3:39])([CH3:38])[CH3:26])[C:30]=2[C:31]2[CH:32]=[CH:33][CH:34]=[CH:35][CH:36]=2)=[O:25])=[CH:5][CH:4]=1. (7) Given the reactants [Br:1][C:2]1[CH:3]=[C:4]2[C:8](=[N:9][CH:10]=1)[NH:7][CH:6]=[CH:5]2.CO.[F:13][CH:14]([F:28])[O:15][C:16]1[CH:17]=[C:18]([CH:21]=[C:22]([O:24][CH:25]([F:27])[F:26])[CH:23]=1)[CH:19]=[O:20].[OH-].[K+], predict the reaction product. The product is: [F:13][CH:14]([F:28])[O:15][C:16]1[CH:17]=[C:18]([CH:19]([C:5]2[C:4]3[C:8](=[N:9][CH:10]=[C:2]([Br:1])[CH:3]=3)[NH:7][CH:6]=2)[OH:20])[CH:21]=[C:22]([O:24][CH:25]([F:26])[F:27])[CH:23]=1.